Dataset: Forward reaction prediction with 1.9M reactions from USPTO patents (1976-2016). Task: Predict the product of the given reaction. Given the reactants [CH:1]1([C@H:7]([NH:12][C:13]([C:15]2[CH:20]=[CH:19][C:18]([C:21]3[CH:26]=[CH:25][CH:24]=[C:23]([F:27])[CH:22]=3)=[CH:17][C:16]=2[N+:28]([O-])=O)=[O:14])[C:8]([O:10][CH3:11])=[O:9])[CH2:6][CH2:5][CH2:4][CH2:3][CH2:2]1, predict the reaction product. The product is: [NH2:28][C:16]1[CH:17]=[C:18]([C:21]2[CH:26]=[CH:25][CH:24]=[C:23]([F:27])[CH:22]=2)[CH:19]=[CH:20][C:15]=1[C:13]([NH:12][C@@H:7]([CH:1]1[CH2:6][CH2:5][CH2:4][CH2:3][CH2:2]1)[C:8]([O:10][CH3:11])=[O:9])=[O:14].